Dataset: Full USPTO retrosynthesis dataset with 1.9M reactions from patents (1976-2016). Task: Predict the reactants needed to synthesize the given product. (1) Given the product [C:22]([O:21][C:19](=[O:20])[NH:18][C@@H:7]([CH2:8][C:9]1[CH:10]=[CH:11][C:12]([N+:15]([O-:17])=[O:16])=[CH:13][CH:14]=1)[C:6](=[O:5])[CH2:2][Cl:1])([CH3:25])([CH3:23])[CH3:24], predict the reactants needed to synthesize it. The reactants are: [Cl:1][CH2:2]I.C[O:5][C:6](=O)[C@@H:7]([NH:18][C:19]([O:21][C:22]([CH3:25])([CH3:24])[CH3:23])=[O:20])[CH2:8][C:9]1[CH:14]=[CH:13][C:12]([N+:15]([O-:17])=[O:16])=[CH:11][CH:10]=1.[Li+].CC([N-]C(C)C)C. (2) Given the product [Br:1][C:2]1[CH:3]=[C:4]([C:9]([O:11][CH3:12])=[O:10])[C:5](=[O:8])[N:6]([C:13]2[CH:18]=[CH:17][CH:16]=[CH:15][CH:14]=2)[CH:7]=1, predict the reactants needed to synthesize it. The reactants are: [Br:1][C:2]1[CH:3]=[C:4]([C:9]([O:11][CH3:12])=[O:10])[C:5](=[O:8])[NH:6][CH:7]=1.[C:13]1(B(O)O)[CH:18]=[CH:17][CH:16]=[CH:15][CH:14]=1.N1C=CC=CC=1. (3) The reactants are: [CH2:1]([O:3][C:4](=[O:20])[C:5]([O:8][C:9]1[CH:14]=[CH:13][C:12]([S:15][C:16](=O)[CH3:17])=[CH:11][C:10]=1[CH3:19])([CH3:7])[CH3:6])[CH3:2].ClCC1[C:24]([CH:40]2[CH2:42][CH2:41]2)=[N:25][C:26]([C:29]2[CH:34]=[CH:33][C:32]([O:35][C:36]([F:39])([F:38])[F:37])=[CH:31][CH:30]=2)=[CH:27][CH:28]=1. Given the product [CH2:1]([O:3][C:4](=[O:20])[C:5]([O:8][C:9]1[CH:14]=[CH:13][C:12]([S:15][CH2:16][C:17]2[C:24]([CH:40]3[CH2:41][CH2:42]3)=[N:25][C:26]([C:29]3[CH:34]=[CH:33][C:32]([O:35][C:36]([F:37])([F:39])[F:38])=[CH:31][CH:30]=3)=[CH:27][CH:28]=2)=[CH:11][C:10]=1[CH3:19])([CH3:7])[CH3:6])[CH3:2], predict the reactants needed to synthesize it. (4) Given the product [NH2:2][C:3]1[C:4]2[C:14]([O:15][CH2:16][C@H:17]3[CH2:22][CH2:21][CH2:20][CH2:19][N:18]3[C:28]([CH:23]3[CH2:27][CH2:26][CH2:25][CH2:24]3)=[O:29])=[CH:13][CH:12]=[CH:11][C:5]=2[NH:6][S:7](=[O:9])(=[O:10])[N:8]=1, predict the reactants needed to synthesize it. The reactants are: Cl.[NH2:2][C:3]1[C:4]2[C:14]([O:15][CH2:16][C@H:17]3[CH2:22][CH2:21][CH2:20][CH2:19][NH2+:18]3)=[CH:13][CH:12]=[CH:11][C:5]=2[NH:6][S:7](=[O:10])(=[O:9])[N:8]=1.[CH:23]1([C:28](O)=[O:29])[CH2:27][CH2:26][CH2:25][CH2:24]1. (5) The reactants are: [C:1]([O:5][C:6](=[O:11])[C:7](Br)([CH3:9])[CH3:8])([CH3:4])([CH3:3])[CH3:2].[CH2:12]([O:14][C:15](=[O:35])[C@@H:16]([O:33][CH3:34])[CH2:17][C:18]1[CH:23]=[CH:22][C:21]([O:24]CC(OC(C)(C)C)=O)=[CH:20][CH:19]=1)[CH3:13]. Given the product [CH2:12]([O:14][C:15](=[O:35])[C@@H:16]([O:33][CH3:34])[CH2:17][C:18]1[CH:19]=[CH:20][C:21]([O:24][C:7]([C:6]([O:5][C:1]([CH3:4])([CH3:3])[CH3:2])=[O:11])([CH3:9])[CH3:8])=[CH:22][CH:23]=1)[CH3:13], predict the reactants needed to synthesize it. (6) Given the product [CH3:7][C:8]1[C:9]2[C:40](=[CH:13][C:12](/[CH:3]=[CH:2]/[C:1]([O:5][CH3:6])=[O:4])=[CH:11][CH:10]=2)[NH:37][N:31]=1, predict the reactants needed to synthesize it. The reactants are: [C:1]([O:5][CH3:6])(=[O:4])[CH:2]=[CH2:3].[CH3:7][C:8]1[CH:13]=[CH:12][CH:11]=[CH:10][C:9]=1P([C:9]1[CH:10]=[CH:11][CH:12]=[CH:13][C:8]=1[CH3:7])[C:9]1[CH:10]=[CH:11][CH:12]=[CH:13][C:8]=1[CH3:7].C([N:31](CC)CC)C.C[N:37]([CH3:40])C=O. (7) Given the product [Br:21][C:9]1[N:5]([CH2:4][C:3]2[CH:16]=[C:17]([Cl:20])[CH:18]=[CH:19][C:2]=2[Cl:1])[C:6]([C:10]2[CH:11]=[N:12][CH:13]=[CH:14][CH:15]=2)=[N:7][CH:8]=1, predict the reactants needed to synthesize it. The reactants are: [Cl:1][C:2]1[CH:19]=[CH:18][C:17]([Cl:20])=[CH:16][C:3]=1[CH2:4][N:5]1[CH:9]=[CH:8][N:7]=[C:6]1[C:10]1[CH:11]=[N:12][CH:13]=[CH:14][CH:15]=1.[Br:21]N1C(=O)CCC1=O.O.